This data is from Forward reaction prediction with 1.9M reactions from USPTO patents (1976-2016). The task is: Predict the product of the given reaction. (1) Given the reactants [CH:1]([N:4]1[C:8]([C:9]2[N:18]=[C:17]3[N:11]([CH2:12][CH2:13][O:14][C:15]4[CH:22]=[C:21]([O:23][CH:24]([CH:26]5[CH2:31][CH2:30][NH:29][CH2:28][CH2:27]5)[CH3:25])[CH:20]=[CH:19][C:16]=43)[CH:10]=2)=[N:7][CH:6]=[N:5]1)([CH3:3])[CH3:2].[CH3:32][C:33]([CH3:35])=O, predict the reaction product. The product is: [CH:1]([N:4]1[C:8]([C:9]2[N:18]=[C:17]3[C:16]4[CH:19]=[CH:20][C:21]([O:23][CH:24]([CH:26]5[CH2:31][CH2:30][N:29]([CH:33]([CH3:35])[CH3:32])[CH2:28][CH2:27]5)[CH3:25])=[CH:22][C:15]=4[O:14][CH2:13][CH2:12][N:11]3[CH:10]=2)=[N:7][CH:6]=[N:5]1)([CH3:2])[CH3:3]. (2) The product is: [CH3:17][O:18][C:19]1[CH:24]=[CH:23][CH:22]=[CH:21][C:20]=1[N:25]1[CH2:26][CH2:27][N:28]([CH2:31][CH2:32][CH2:33][CH2:34][NH:35][C:14]([C:2]2[CH:1]=[CH:13][C:12]3[C:11]4[C:6](=[CH:7][CH:8]=[CH:9][CH:10]=4)[CH2:5][C:4]=3[CH:3]=2)=[O:15])[CH2:29][CH2:30]1. Given the reactants [CH:1]1[C:13]2[CH2:12][C:11]3[C:6](=[CH:7][CH:8]=[CH:9][CH:10]=3)[C:5]=2[CH:4]=[CH:3][C:2]=1[C:14](O)=[O:15].[CH3:17][O:18][C:19]1[CH:24]=[CH:23][CH:22]=[CH:21][C:20]=1[N:25]1[CH2:30][CH2:29][N:28]([CH2:31][CH2:32][CH2:33][CH2:34][NH2:35])[CH2:27][CH2:26]1.Cl, predict the reaction product. (3) Given the reactants [Cl:1][C:2]1[N:3]=[C:4](Cl)[C:5]2[O:10][CH:9]=[CH:8][C:6]=2[N:7]=1.[C:12]([CH:14]1[CH2:16][CH2:15]1)#[CH:13], predict the reaction product. The product is: [Cl:1][C:2]1[N:3]=[C:4]([C:13]#[C:12][CH:14]2[CH2:16][CH2:15]2)[C:5]2[O:10][CH:9]=[CH:8][C:6]=2[N:7]=1. (4) Given the reactants NC1C=C(C=CC=1)OC1C=CC(C2N=C(C3CCC3)N3C=CN=C(N)C=23)=CC=1.[CH:29]1([C:33]2[N:37]3[CH:38]=[CH:39][N:40]=[C:41]([NH2:42])[C:36]3=[C:35]([C:43]3[CH:48]=[CH:47][C:46]([O:49][C:50]4[CH:55]=[CH:54][CH:53]=[CH:52][CH:51]=4)=[C:45]([N+:56]([O-])=O)[CH:44]=3)[N:34]=2)[CH2:32][CH2:31][CH2:30]1, predict the reaction product. The product is: [NH2:56][C:45]1[CH:44]=[C:43]([C:35]2[N:34]=[C:33]([CH:29]3[CH2:32][CH2:31][CH2:30]3)[N:37]3[CH:38]=[CH:39][N:40]=[C:41]([NH2:42])[C:36]=23)[CH:48]=[CH:47][C:46]=1[O:49][C:50]1[CH:51]=[CH:52][CH:53]=[CH:54][CH:55]=1. (5) Given the reactants [Br:1][C:2]1[C:7]([O:8][CH3:9])=[CH:6][C:5]([CH2:10][CH2:11]O)=[C:4]([O:13][CH3:14])[CH:3]=1.C(Br)(Br)(Br)[Br:16].C1C=CC(P(C2C=CC=CC=2)C2C=CC=CC=2)=CC=1, predict the reaction product. The product is: [Br:1][C:2]1[CH:3]=[C:4]([O:13][CH3:14])[C:5]([CH2:10][CH2:11][Br:16])=[CH:6][C:7]=1[O:8][CH3:9]. (6) Given the reactants [Cl:1][C:2]1[CH:9]=[CH:8][C:5]([CH2:6]Br)=[CH:4][CH:3]=1.[CH2:10]([O:12][C:13]([C:15]1[C:16](=[O:23])[N:17]=[C:18]([S:21][CH3:22])[NH:19][CH:20]=1)=[O:14])[CH3:11].C(N(C(C)C)CC)(C)C, predict the reaction product. The product is: [CH2:10]([O:12][C:13]([C:15]1[C:16](=[O:23])[N:17]=[C:18]([S:21][CH3:22])[N:19]([CH2:6][C:5]2[CH:8]=[CH:9][C:2]([Cl:1])=[CH:3][CH:4]=2)[CH:20]=1)=[O:14])[CH3:11].